Dataset: Forward reaction prediction with 1.9M reactions from USPTO patents (1976-2016). Task: Predict the product of the given reaction. (1) Given the reactants [Br:1][C:2]1[C:3](Cl)=[C:4]2[S:10][CH:9]=[CH:8][C:5]2=[N:6][CH:7]=1.[F:12][C:13]1[CH:28]=[C:27]([N+:29]([O-:31])=[O:30])[CH:26]=[CH:25][C:14]=1[O:15]C1N=CC=C2C=CNC=12, predict the reaction product. The product is: [Br:1][C:2]1[C:3]([O:15][C:14]2[CH:25]=[CH:26][C:27]([N+:29]([O-:31])=[O:30])=[CH:28][C:13]=2[F:12])=[C:4]2[S:10][CH:9]=[CH:8][C:5]2=[N:6][CH:7]=1. (2) Given the reactants CC(OC(/N=N/C(OC(C)C)=O)=O)C.[N+:15]([C:18]1[CH:19]=[N:20][NH:21][CH:22]=1)([O-:17])=[O:16].O[CH:24]1[CH2:29][CH2:28][N:27]([C:30]([O:32][C:33]([CH3:36])([CH3:35])[CH3:34])=[O:31])[CH2:26][CH2:25]1.C1(P(C2C=CC=CC=2)C2C=CC=CC=2)C=CC=CC=1, predict the reaction product. The product is: [N+:15]([C:18]1[CH:19]=[N:20][N:21]([CH:24]2[CH2:29][CH2:28][N:27]([C:30]([O:32][C:33]([CH3:36])([CH3:35])[CH3:34])=[O:31])[CH2:26][CH2:25]2)[CH:22]=1)([O-:17])=[O:16]. (3) Given the reactants [NH2:1][C:2]1[CH:7]=[CH:6][C:5]([S:8]([N:11]([C:13]2[CH:32]=[CH:31][C:16]3[N:17]([CH2:24][CH:25]4[CH2:30][CH2:29][CH2:28][CH2:27][CH2:26]4)[C:18]([C:20]([CH3:23])([CH3:22])[CH3:21])=[N:19][C:15]=3[CH:14]=2)[CH3:12])(=[O:10])=[O:9])=[CH:4][CH:3]=1.[C:33](Cl)(=[O:37])[CH:34]([CH3:36])[CH3:35], predict the reaction product. The product is: [C:20]([C:18]1[N:17]([CH2:24][CH:25]2[CH2:30][CH2:29][CH2:28][CH2:27][CH2:26]2)[C:16]2[CH:31]=[CH:32][C:13]([N:11]([CH3:12])[S:8]([C:5]3[CH:6]=[CH:7][C:2]([NH:1][C:33](=[O:37])[CH:34]([CH3:36])[CH3:35])=[CH:3][CH:4]=3)(=[O:10])=[O:9])=[CH:14][C:15]=2[N:19]=1)([CH3:23])([CH3:22])[CH3:21]. (4) Given the reactants [F:1][C:2]1[C:3]([CH3:22])=[C:4]([C@:8]2([C:18]([O:20][CH3:21])=[O:19])[CH2:12][CH2:11][CH:10]([C:13]3[CH:14]=[N:15][NH:16][CH:17]=3)[CH2:9]2)[CH:5]=[CH:6][CH:7]=1.C(=O)([O-])[O-].[Cs+].[Cs+].[I-].[K+].Cl.Cl[CH2:33][CH2:34][N:35]1[CH2:40][CH2:39][O:38][CH2:37][CH2:36]1, predict the reaction product. The product is: [F:1][C:2]1[C:3]([CH3:22])=[C:4]([C@:8]2([C:18]([O:20][CH3:21])=[O:19])[CH2:12][CH2:11][CH:10]([C:13]3[CH:17]=[N:16][N:15]([CH2:33][CH2:34][N:35]4[CH2:40][CH2:39][O:38][CH2:37][CH2:36]4)[CH:14]=3)[CH2:9]2)[CH:5]=[CH:6][CH:7]=1. (5) Given the reactants N[C:2]1[N:7]=[CH:6][N:5]=[C:4]([O:8][C:9]2[CH:14]=[CH:13][C:12]([NH:15][C:16]([NH:18][C:19](=[O:28])[CH2:20][C:21]3[CH:26]=[CH:25][C:24]([F:27])=[CH:23][CH:22]=3)=[S:17])=[CH:11][C:10]=2[F:29])[CH:3]=1.F[C:31]1C=CC(CC(N=C=S)=O)=CC=1, predict the reaction product. The product is: [NH2:5][C:6]1[CH:31]=[C:4]([O:8][C:9]2[CH:14]=[CH:13][C:12]([NH:15][C:16]([NH:18][C:19](=[O:28])[CH2:20][C:21]3[CH:26]=[CH:25][C:24]([F:27])=[CH:23][CH:22]=3)=[S:17])=[CH:11][C:10]=2[F:29])[CH:3]=[CH:2][N:7]=1. (6) Given the reactants C(=O)([O:6][CH2:7][C:8]1[S:9][C:10]2[CH:16]=[CH:15][C:14](N)=[CH:13][C:11]=2[N:12]=1)OCC=C.N([O-])=O.[Na+].[S:23]([O-:26])([O-])=[O:24].[Na+].[Na+].S(Cl)(Cl)(=O)=O.C(=O)(O)[O-].[Na+].[NH2:39][C:40]1[CH:45]=[CH:44][C:43]([C:46]2[CH:51]=[CH:50][CH:49]=[CH:48][CH:47]=2)=[CH:42][CH:41]=1, predict the reaction product. The product is: [C:43]1([C:46]2[CH:51]=[CH:50][CH:49]=[CH:48][CH:47]=2)[CH:42]=[CH:41][C:40]([NH:39][S:23]([C:14]2[CH:15]=[CH:16][C:10]3[S:9][C:8]([CH2:7][OH:6])=[N:12][C:11]=3[CH:13]=2)(=[O:26])=[O:24])=[CH:45][CH:44]=1. (7) Given the reactants [H-].[H-].[H-].[H-].[Li+].[Al+3].[C:7]([N:15]1[CH2:20][CH2:19][C:18]2[S:21][C:22]([C:24](OCC)=[O:25])=[CH:23][C:17]=2[CH2:16]1)(=O)[C:8]1[CH:13]=[CH:12][CH:11]=[CH:10][CH:9]=1, predict the reaction product. The product is: [CH2:7]([N:15]1[CH2:20][CH2:19][C:18]2[S:21][C:22]([CH2:24][OH:25])=[CH:23][C:17]=2[CH2:16]1)[C:8]1[CH:9]=[CH:10][CH:11]=[CH:12][CH:13]=1. (8) Given the reactants C(OC([NH:11][CH2:12][C:13](O)=[O:14])=O)C1C=CC=CC=1.C(Cl)(=O)C(Cl)=O.[NH2:22][CH2:23][CH:24]([OH:33])[CH2:25][O:26][C:27]1[CH:32]=[CH:31][CH:30]=[CH:29][CH:28]=1.[OH-].[Na+].C(=O)(O)[O-].[Na+], predict the reaction product. The product is: [NH2:11][CH2:12][C:13]([NH:22][CH2:23][CH:24]([OH:33])[CH2:25][O:26][C:27]1[CH:32]=[CH:31][CH:30]=[CH:29][CH:28]=1)=[O:14].